This data is from Merck oncology drug combination screen with 23,052 pairs across 39 cell lines. The task is: Regression. Given two drug SMILES strings and cell line genomic features, predict the synergy score measuring deviation from expected non-interaction effect. (1) Synergy scores: synergy=7.93. Drug 2: C#Cc1cccc(Nc2ncnc3cc(OCCOC)c(OCCOC)cc23)c1. Drug 1: O=C(CCCCCCC(=O)Nc1ccccc1)NO. Cell line: HT29. (2) Drug 1: O=C(CCCCCCC(=O)Nc1ccccc1)NO. Drug 2: CS(=O)(=O)CCNCc1ccc(-c2ccc3ncnc(Nc4ccc(OCc5cccc(F)c5)c(Cl)c4)c3c2)o1. Cell line: A427. Synergy scores: synergy=-48.0. (3) Drug 1: CCN(CC)CCNC(=O)c1c(C)[nH]c(C=C2C(=O)Nc3ccc(F)cc32)c1C. Drug 2: CNC(=O)c1cc(Oc2ccc(NC(=O)Nc3ccc(Cl)c(C(F)(F)F)c3)cc2)ccn1. Cell line: UWB1289BRCA1. Synergy scores: synergy=-3.07. (4) Drug 1: Cc1nc(Nc2ncc(C(=O)Nc3c(C)cccc3Cl)s2)cc(N2CCN(CCO)CC2)n1. Synergy scores: synergy=9.58. Cell line: OV90. Drug 2: CCC1(O)C(=O)OCc2c1cc1n(c2=O)Cc2cc3c(CN(C)C)c(O)ccc3nc2-1. (5) Drug 1: Cn1nnc2c(C(N)=O)ncn2c1=O. Drug 2: Cn1cc(-c2cnn3c(N)c(Br)c(C4CCCNC4)nc23)cn1. Cell line: EFM192B. Synergy scores: synergy=21.3.